Dataset: Full USPTO retrosynthesis dataset with 1.9M reactions from patents (1976-2016). Task: Predict the reactants needed to synthesize the given product. Given the product [O:7]=[C:6]([C:8]1[CH:13]=[CH:12][CH:11]=[C:10]([C:14]([F:17])([F:16])[F:15])[CH:9]=1)[CH2:5][CH2:4][CH2:3][CH2:2][N:18]1[CH2:23][CH2:22][CH:21]([C:24]2[CH:25]=[C:26]([NH:30][C:31]([CH:33]3[CH2:34][CH2:35]3)=[O:32])[CH:27]=[CH:28][CH:29]=2)[CH2:20][CH2:19]1, predict the reactants needed to synthesize it. The reactants are: Cl[CH2:2][CH2:3][CH2:4][CH2:5][C:6]([C:8]1[CH:13]=[CH:12][CH:11]=[C:10]([C:14]([F:17])([F:16])[F:15])[CH:9]=1)=[O:7].[NH:18]1[CH2:23][CH2:22][CH:21]([C:24]2[CH:25]=[C:26]([NH:30][C:31]([CH:33]3[CH2:35][CH2:34]3)=[O:32])[CH:27]=[CH:28][CH:29]=2)[CH2:20][CH2:19]1.